This data is from Forward reaction prediction with 1.9M reactions from USPTO patents (1976-2016). The task is: Predict the product of the given reaction. (1) Given the reactants C(OC([N:8]1[CH2:13][CH2:12][CH2:11][CH:10]([CH2:14][N:15]([CH2:18][C:19]2[CH:24]=[CH:23][CH:22]=[C:21]([C:25]3[CH:30]=[CH:29][N:28]=[C:27](Cl)[N:26]=3)[CH:20]=2)[CH2:16][CH3:17])[CH2:9]1)=O)(C)(C)C.[NH2:32][CH2:33][CH2:34][C:35]1[CH:40]=[CH:39][C:38]([OH:41])=[CH:37][CH:36]=1, predict the reaction product. The product is: [CH2:16]([N:15]([CH2:18][C:19]1[CH:20]=[C:21]([C:25]2[CH:30]=[CH:29][N:28]=[C:27]([NH:32][CH2:33][CH2:34][C:35]3[CH:40]=[CH:39][C:38]([OH:41])=[CH:37][CH:36]=3)[N:26]=2)[CH:22]=[CH:23][CH:24]=1)[CH2:14][C@H:10]1[CH2:11][CH2:12][CH2:13][NH:8][CH2:9]1)[CH3:17]. (2) Given the reactants [N:1]1([C:11]([N:13]2[CH2:18][CH2:17][CH:16]([C:19](O)=[O:20])[CH2:15][CH2:14]2)=[O:12])[C:10]2[C:5](=[CH:6][CH:7]=[CH:8][CH:9]=2)[CH2:4][CH2:3][CH2:2]1.F[B-](F)(F)F.N1(OC(N(C)C)=[N+](C)C)C2C=CC=CC=2N=N1.ON1C2C=CC=CC=2N=N1.C(N(C(C)C)CC)(C)C.[Cl:63][C:64]1[CH:69]=[CH:68][CH:67]=[C:66]([Cl:70])[C:65]=1[C:71](=[N:73]O)[NH2:72], predict the reaction product. The product is: [Cl:63][C:64]1[CH:69]=[CH:68][CH:67]=[C:66]([Cl:70])[C:65]=1[C:71]1[N:73]=[C:19]([CH:16]2[CH2:17][CH2:18][N:13]([C:11]([N:1]3[C:2]4[C:7](=[CH:6][CH:5]=[CH:4][CH:3]=4)[CH2:8][CH2:9][CH2:10]3)=[O:12])[CH2:14][CH2:15]2)[O:20][N:72]=1. (3) Given the reactants [F:1][C:2]1[CH:7]=[CH:6][C:5]([C:8]2[CH:9]=[CH:10][C:11]([N:14]3[CH2:23][CH2:22][C:17]4([CH2:20][CH:19]([NH2:21])[CH2:18]4)[CH2:16][CH2:15]3)=[N:12][CH:13]=2)=[CH:4][CH:3]=1.[C:24](=O)([O:36]C1C=CC([N+]([O-])=O)=CC=1)[O:25][CH2:26][C:27]1[O:31][N:30]=[C:29]([C:32](=[O:35])[NH:33][CH3:34])[CH:28]=1.C(N(CC)C(C)C)(C)C, predict the reaction product. The product is: [F:1][C:2]1[CH:7]=[CH:6][C:5]([C:8]2[CH:9]=[CH:10][C:11]([N:14]3[CH2:23][CH2:22][C:17]4([CH2:18][CH:19]([NH:21][C:24](=[O:36])[O:25][CH2:26][C:27]5[O:31][N:30]=[C:29]([C:32](=[O:35])[NH:33][CH3:34])[CH:28]=5)[CH2:20]4)[CH2:16][CH2:15]3)=[N:12][CH:13]=2)=[CH:4][CH:3]=1. (4) Given the reactants [O:1]=[C:2]1[CH2:7][CH2:6][CH2:5][CH2:4][CH:3]1[C:8]([O-:10])=[O:9].[CH2:11]([OH:14])[CH2:12]O.[CH3:15]C1C=CC(S(O)(=O)=O)=CC=1, predict the reaction product. The product is: [O:1]1[C:2]2([CH2:7][CH2:6][CH2:5][CH2:4][CH:3]2[C:8]([O:10][CH3:15])=[O:9])[O:14][CH2:11][CH2:12]1. (5) Given the reactants [C:1](=[O:14])([O:5][C:6]1[CH:11]=[CH:10][C:9]([O:12][CH3:13])=[CH:8][CH:7]=1)[O:2][CH2:3][CH3:4].C(OC(=O)C)(=O)C.[N+:22]([O-])([OH:24])=[O:23], predict the reaction product. The product is: [C:1](=[O:14])([O:5][C:6]1[CH:11]=[CH:10][C:9]([O:12][CH3:13])=[C:8]([N+:22]([O-:24])=[O:23])[CH:7]=1)[O:2][CH2:3][CH3:4]. (6) Given the reactants Br[C:2]1[CH:11]=[C:10]2[C:5]([CH2:6][CH:7]([CH3:26])[N:8]([C:12]3[CH:17]=[C:16]([N:18]4[CH2:23][CH2:22][N:21]([CH3:24])[CH2:20][CH2:19]4)[N:15]=[C:14]([NH2:25])[N:13]=3)[CH2:9]2)=[CH:4][CH:3]=1.C(=O)([O-])[O-].[Na+].[Na+].[N:33]#[N:34], predict the reaction product. The product is: [CH3:24][N:21]1[CH2:20][CH2:19][N:18]([C:16]2[CH:17]=[C:12]([N:8]3[CH:7]([CH3:26])[CH2:6][C:5]4[C:10](=[CH:11][C:2]([C:3]5[CH:2]=[CH:11][N:34]([CH2:26][C:7]6[CH:6]=[CH:5][CH:10]=[CH:9][N:8]=6)[N:33]=5)=[CH:3][CH:4]=4)[CH2:9]3)[N:13]=[C:14]([NH2:25])[N:15]=2)[CH2:23][CH2:22]1.